From a dataset of Forward reaction prediction with 1.9M reactions from USPTO patents (1976-2016). Predict the product of the given reaction. (1) Given the reactants [NH2:1][C:2]1[CH:3]=[CH:4][C:5]2[S:10][CH2:9][C:8](=[O:11])[NH:7][C:6]=2[CH:12]=1.[C:13]([Si:17]([CH3:25])([CH3:24])[O:18][CH2:19][CH2:20][CH:21]1[CH2:23][O:22]1)([CH3:16])([CH3:15])[CH3:14], predict the reaction product. The product is: [C:13]([Si:17]([CH3:25])([CH3:24])[O:18][CH2:19][CH2:20][CH:21]([OH:22])[CH2:23][NH:1][C:2]1[CH:3]=[CH:4][C:5]2[S:10][CH2:9][C:8](=[O:11])[NH:7][C:6]=2[CH:12]=1)([CH3:14])([CH3:16])[CH3:15]. (2) Given the reactants [Br:1][C:2]1[CH:10]=[C:9](/[CH:11]=[CH:12]\[CH:13]([C:18]2[CH:23]=[C:22]([Cl:24])[C:21]([Cl:25])=[C:20]([Cl:26])[CH:19]=2)[C:14]([F:17])([F:16])[F:15])[CH:8]=[CH:7][C:3]=1[C:4]([OH:6])=O.Cl.[NH2:28][CH2:29][C:30]([NH:32][CH2:33][C:34]([F:37])([F:36])[F:35])=[O:31], predict the reaction product. The product is: [Br:1][C:2]1[CH:10]=[C:9](/[CH:11]=[CH:12]\[CH:13]([C:18]2[CH:23]=[C:22]([Cl:24])[C:21]([Cl:25])=[C:20]([Cl:26])[CH:19]=2)[C:14]([F:15])([F:17])[F:16])[CH:8]=[CH:7][C:3]=1[C:4]([NH:28][CH2:29][C:30](=[O:31])[NH:32][CH2:33][C:34]([F:37])([F:36])[F:35])=[O:6]. (3) Given the reactants C([O:5][C:6](=[O:42])[C:7]1[CH:12]=[CH:11][C:10]([NH:13][C:14](=[O:41])[C:15]2[CH:20]=[CH:19][CH:18]=[C:17]([C:21]3[N:22]=[C:23]([NH:30][C:31]4[CH:36]=[CH:35][C:34]([O:37][CH3:38])=[C:33]([O:39][CH3:40])[CH:32]=4)[C:24]4[N:29]=[CH:28][S:27][C:25]=4[N:26]=3)[CH:16]=2)=[CH:9][CH:8]=1)(C)(C)C.C(O)(C(F)(F)F)=O, predict the reaction product. The product is: [CH3:40][O:39][C:33]1[CH:32]=[C:31]([NH:30][C:23]2[C:24]3[N:29]=[CH:28][S:27][C:25]=3[N:26]=[C:21]([C:17]3[CH:16]=[C:15]([CH:20]=[CH:19][CH:18]=3)[C:14]([NH:13][C:10]3[CH:11]=[CH:12][C:7]([C:6]([OH:42])=[O:5])=[CH:8][CH:9]=3)=[O:41])[N:22]=2)[CH:36]=[CH:35][C:34]=1[O:37][CH3:38].